Predict which catalyst facilitates the given reaction. From a dataset of Catalyst prediction with 721,799 reactions and 888 catalyst types from USPTO. (1) Reactant: [CH3:1][O:2][C:3]1[CH:4]=[C:5]([C@H:9]2[CH2:14][CH2:13][CH2:12][NH:11][CH2:10]2)[CH:6]=[CH:7][CH:8]=1.[F:15][C:16]([F:21])([F:20])[C@@H:17]1[CH2:19][O:18]1. Product: [F:15][C:16]([F:21])([F:20])[C@@H:17]([OH:18])[CH2:19][N:11]1[CH2:12][CH2:13][CH2:14][C@H:9]([C:5]2[CH:6]=[CH:7][CH:8]=[C:3]([O:2][CH3:1])[CH:4]=2)[CH2:10]1. The catalyst class is: 10. (2) Reactant: Cl.[F:2][C:3]1[CH:4]=[C:5]([NH:10]N)[CH:6]=[C:7]([F:9])[CH:8]=1.[CH3:12][CH:13]([C:22](=O)[CH3:23])[CH2:14][CH2:15][CH2:16][CH2:17][S:18]([OH:21])(=[O:20])=[O:19]. Product: [F:2][C:3]1[CH:8]=[C:7]([F:9])[CH:6]=[C:5]2[C:4]=1[C:13]([CH3:12])([CH2:14][CH2:15][CH2:16][CH2:17][S:18]([OH:21])(=[O:19])=[O:20])[C:22]([CH3:23])=[N:10]2. The catalyst class is: 15. (3) Reactant: [N:1]([CH2:4][CH2:5][O:6][C:7]1[CH:12]=[CH:11][C:10]([Br:13])=[CH:9][C:8]=1[C:14]([F:17])([F:16])[F:15])=[N+]=[N-].C1(P(C2C=CC=CC=2)C2C=CC=CC=2)C=CC=CC=1. Product: [Br:13][C:10]1[CH:11]=[CH:12][C:7]([O:6][CH2:5][CH2:4][NH2:1])=[C:8]([C:14]([F:15])([F:16])[F:17])[CH:9]=1. The catalyst class is: 1. (4) Reactant: C([O:8][C:9](=[O:35])[CH2:10][N:11]([C:28]([O:30][C:31]([CH3:34])([CH3:33])[CH3:32])=[O:29])[CH2:12][CH2:13][CH2:14][CH2:15][CH2:16][O:17][C:18]1[CH:27]=[CH:26][C:21]([C:22]([O:24][CH3:25])=[O:23])=[CH:20][CH:19]=1)C1C=CC=CC=1. Product: [C:31]([O:30][C:28]([N:11]([CH2:12][CH2:13][CH2:14][CH2:15][CH2:16][O:17][C:18]1[CH:19]=[CH:20][C:21]([C:22]([O:24][CH3:25])=[O:23])=[CH:26][CH:27]=1)[CH2:10][C:9]([OH:35])=[O:8])=[O:29])([CH3:34])([CH3:33])[CH3:32]. The catalyst class is: 63. (5) Reactant: [F:1][C:2]1[C:7]2[CH2:8][CH2:9][C:10]3[CH:15]=[CH:14][N:13]=[CH:12][C:11]=3[CH:16]([NH2:17])[C:6]=2[CH:5]=[CH:4][CH:3]=1.C1N=CN([C:23]([N:25]2[CH:29]=[N:28][CH:27]=[CH:26]2)=[O:24])C=1.NCC1N=C[C:35]([C:38]([O:40][CH3:41])=[O:39])=[CH:34][C:33]=1[Cl:42]. Product: [Cl:42][C:33]1[CH:34]=[C:35]([C:38]([O:40][CH3:41])=[O:39])[CH:29]=[N:28][C:27]=1[CH2:26][NH:25][C:23]([NH:17][CH:16]1[C:11]2[CH:12]=[N:13][CH:14]=[CH:15][C:10]=2[CH2:9][CH2:8][C:7]2[C:2]([F:1])=[CH:3][CH:4]=[CH:5][C:6]1=2)=[O:24]. The catalyst class is: 3. (6) Reactant: [CH3:1][O:2][CH2:3][CH2:4][O:5][C:6]1[CH:11]=[C:10]([O:12][C:13]2[CH:18]=[CH:17][C:16]([C:19]([F:22])([F:21])[F:20])=[CH:15][N:14]=2)[CH:9]=[CH:8][C:7]=1[CH2:23][CH2:24][C:25](OCC)=[O:26].[H-].[Al+3].[Li+].[H-].[H-].[H-].O.O.O.O.O.O.O.O.O.O.S([O-])([O-])(=O)=O.[Na+].[Na+]. Product: [CH3:1][O:2][CH2:3][CH2:4][O:5][C:6]1[CH:11]=[C:10]([O:12][C:13]2[CH:18]=[CH:17][C:16]([C:19]([F:20])([F:21])[F:22])=[CH:15][N:14]=2)[CH:9]=[CH:8][C:7]=1[CH2:23][CH2:24][CH2:25][OH:26]. The catalyst class is: 7. (7) Reactant: Br[C:2]1[C:3]([C:9]([O:11][CH3:12])=[O:10])=[N:4][C:5]([CH3:8])=[CH:6][CH:7]=1.[CH3:13][C:14]1[C:15]([Sn](CCCC)(CCCC)CCCC)=[N:16][CH:17]=[CH:18][CH:19]=1. Product: [CH3:13][C:14]1[C:15]([C:2]2[C:3]([C:9]([O:11][CH3:12])=[O:10])=[N:4][C:5]([CH3:8])=[CH:6][CH:7]=2)=[N:16][CH:17]=[CH:18][CH:19]=1. The catalyst class is: 109. (8) Product: [NH2:42][S:39]([C:32]1[C:33]2[O:37][CH2:36][CH2:35][C:34]=2[CH:38]=[C:30]([C:28](=[O:29])[CH2:27][CH2:26][CH2:25][CH2:24][N:23]([CH2:22][CH2:21][C:16]2[CH:17]=[CH:18][CH:19]=[CH:20][C:15]=2[O:14][C:13]([F:12])([F:43])[F:44])[C:53](=[O:54])[C:52]([F:63])([F:62])[F:51])[CH:31]=1)(=[O:40])=[O:41]. The catalyst class is: 20. Reactant: S(C1C=CC(C)=CC=1)(O)(=O)=O.[F:12][C:13]([F:44])([F:43])[O:14][C:15]1[CH:20]=[CH:19][CH:18]=[CH:17][C:16]=1[CH2:21][CH2:22][NH:23][CH2:24][CH2:25][CH2:26][CH2:27][C:28]([C:30]1[CH:31]=[C:32]([S:39]([NH2:42])(=[O:41])=[O:40])[C:33]2[O:37][CH2:36][CH2:35][C:34]=2[CH:38]=1)=[O:29].C(=O)([O-])[O-].[K+].[K+].[F:51][C:52]([F:63])([F:62])[C:53](O[C:53](=[O:54])[C:52]([F:63])([F:62])[F:51])=[O:54]. (9) Reactant: [CH3:1][O:2][C:3]1[CH:4]=[C:5]([NH:15][C:16]2[N:20]=[C:19]([NH2:21])[NH:18][N:17]=2)[CH:6]=[CH:7][C:8]=1[N:9]1[CH:13]=[C:12]([CH3:14])[N:11]=[CH:10]1.[C:22](/[C:30](=[CH:33]/N(C)C)/[C:31]#[N:32])(=O)[C:23]1[CH:28]=[CH:27][CH:26]=[CH:25][CH:24]=1. Product: [CH3:1][O:2][C:3]1[CH:4]=[C:5]([NH:15][C:16]2[N:20]=[C:19]3[N:21]=[CH:33][C:30]([C:31]#[N:32])=[C:22]([C:23]4[CH:24]=[CH:25][CH:26]=[CH:27][CH:28]=4)[N:18]3[N:17]=2)[CH:6]=[CH:7][C:8]=1[N:9]1[CH:13]=[C:12]([CH3:14])[N:11]=[CH:10]1. The catalyst class is: 15. (10) Product: [OH:11][C@@H:12]([C:23]1[N:24]=[CH:25][CH:26]=[CH:27][N:28]=1)[CH2:13][N:14]([CH3:22])[C:15](=[O:21])[O:16][C:17]([CH3:20])([CH3:19])[CH3:18]. The catalyst class is: 6. Reactant: C(N(CC)CC)C.C(O)=O.[O:11]=[C:12]([C:23]1[N:28]=[CH:27][CH:26]=[CH:25][N:24]=1)[CH2:13][N:14]([CH3:22])[C:15](=[O:21])[O:16][C:17]([CH3:20])([CH3:19])[CH3:18].